From a dataset of Full USPTO retrosynthesis dataset with 1.9M reactions from patents (1976-2016). Predict the reactants needed to synthesize the given product. (1) Given the product [CH3:16][O:17][C:18]1[CH:19]=[CH:20][C:21]([CH:24]2[CH2:28][CH2:27][N:26]([C:2]3[CH:3]=[CH:4][C:5]4[N:6]([C:8]([C:11]([F:14])([F:13])[F:12])=[N:9][N:10]=4)[N:7]=3)[CH2:25]2)=[CH:22][CH:23]=1, predict the reactants needed to synthesize it. The reactants are: Cl[C:2]1[CH:3]=[CH:4][C:5]2[N:6]([C:8]([C:11]([F:14])([F:13])[F:12])=[N:9][N:10]=2)[N:7]=1.Cl.[CH3:16][O:17][C:18]1[CH:23]=[CH:22][C:21]([CH:24]2[CH2:28][CH2:27][NH:26][CH2:25]2)=[CH:20][CH:19]=1.CCN(C(C)C)C(C)C. (2) Given the product [C:1]([C:3]1[CH:8]=[CH:7][C:6]([C:9]2[N:10]=[C:11]([C@H:14]([CH3:31])[C@:15]([C:23]3[CH:28]=[C:27]([F:29])[CH:26]=[CH:25][C:24]=3[F:30])([OH:22])[CH2:16][N:17]3[CH:21]=[N:20][CH:19]=[N:18]3)[S:12][CH:13]=2)=[CH:5][CH:4]=1)#[N:2], predict the reactants needed to synthesize it. The reactants are: [C:1]([C:3]1[CH:8]=[CH:7][C:6]([C:9]2[N:10]=[C:11]([CH:14]([CH3:31])[C:15]([C:23]3[CH:28]=[C:27]([F:29])[CH:26]=[CH:25][C:24]=3[F:30])([OH:22])[CH2:16][N:17]3[CH:21]=[N:20][CH:19]=[N:18]3)[S:12][CH:13]=2)=[CH:5][CH:4]=1)#[N:2].[C@@]12(CS(O)(=O)=O)C(C)(C)C(CC1)CC2=O. (3) Given the product [Cl:18][C:19]1[CH:20]=[CH:21][C:22]([C:25]2[CH:26]=[CH:27][C:28]([C:31]#[C:32][C:2]3[CH:15]=[CH:14][C:5]([O:6][CH2:7][CH2:8][N:9]4[CH2:13][CH2:12][CH2:11][CH2:10]4)=[C:4]([CH2:16][CH3:17])[CH:3]=3)=[N:29][CH:30]=2)=[CH:23][CH:24]=1, predict the reactants needed to synthesize it. The reactants are: I[C:2]1[CH:15]=[CH:14][C:5]([O:6][CH2:7][CH2:8][N:9]2[CH2:13][CH2:12][CH2:11][CH2:10]2)=[C:4]([CH2:16][CH3:17])[CH:3]=1.[Cl:18][C:19]1[CH:24]=[CH:23][C:22]([C:25]2[CH:26]=[CH:27][C:28]([C:31]#[CH:32])=[N:29][CH:30]=2)=[CH:21][CH:20]=1. (4) Given the product [Br:1][C:2]1[CH:3]=[C:4]2[C:5](=[CH:8][CH:9]=1)[C:14](=[O:17])[NH:12][CH:11]=[CH:10]2, predict the reactants needed to synthesize it. The reactants are: [Br:1][C:2]1[CH:9]=[CH:8][C:5](C#N)=[C:4](/[CH:10]=[CH:11]/[N:12]([CH3:14])C)[CH:3]=1.C(O)(=[O:17])C. (5) Given the product [CH3:1][NH:2][C:3]([C:5]1[CH:14]=[CH:13][C:12]2[C:7](=[CH:8][CH:9]=[CH:10][C:11]=2[N:15]2[CH2:20][CH2:19][NH:18][CH2:17][CH2:16]2)[N:6]=1)=[O:4], predict the reactants needed to synthesize it. The reactants are: [CH3:1][NH:2][C:3]([C:5]1[CH:14]=[CH:13][C:12]2[C:7](=[CH:8][CH:9]=[CH:10][C:11]=2[N:15]2[CH2:20][CH2:19][N:18](C(OC(C)(C)C)=O)[CH2:17][CH2:16]2)[N:6]=1)=[O:4]. (6) The reactants are: C(N(CC)CC)C.[CH3:8][C:9]1[CH:14]=[C:13]([CH3:15])[CH:12]=[C:11]([CH3:16])[C:10]=1[CH:17]1[C:22](=[O:23])[CH2:21][CH:20]([CH:24]2[CH2:28][CH2:27][O:26][CH2:25]2)[CH2:19][C:18]1=[O:29].[C:30](Cl)(=[O:32])[CH3:31]. Given the product [C:30]([O:23][C:22]1[CH2:21][CH:20]([CH:24]2[CH2:28][CH2:27][O:26][CH2:25]2)[CH2:19][C:18](=[O:29])[C:17]=1[C:10]1[C:11]([CH3:16])=[CH:12][C:13]([CH3:15])=[CH:14][C:9]=1[CH3:8])(=[O:32])[CH3:31], predict the reactants needed to synthesize it. (7) Given the product [NH:37]1[C:38]2[C:34](=[C:33]([C:2]3[N:3]=[C:4]([N:25]4[CH2:30][CH2:29][O:28][CH2:27][CH2:26]4)[C:5]4[S:10][C:9]([CH2:11][N:12]5[CH2:17][CH2:16][N:15]([C:18]([O:20][C:21]([CH3:24])([CH3:23])[CH3:22])=[O:19])[CH2:14][CH2:13]5)=[CH:8][C:6]=4[N:7]=3)[CH:41]=[CH:40][CH:39]=2)[CH:35]=[N:36]1, predict the reactants needed to synthesize it. The reactants are: Cl[C:2]1[N:3]=[C:4]([N:25]2[CH2:30][CH2:29][O:28][CH2:27][CH2:26]2)[C:5]2[S:10][C:9]([CH2:11][N:12]3[CH2:17][CH2:16][N:15]([C:18]([O:20][C:21]([CH3:24])([CH3:23])[CH3:22])=[O:19])[CH2:14][CH2:13]3)=[CH:8][C:6]=2[N:7]=1.C[Sn](C)(C)[C:33]1[CH:41]=[CH:40][CH:39]=[C:38]2[C:34]=1[CH:35]=[N:36][NH:37]2.